Predict which catalyst facilitates the given reaction. From a dataset of Catalyst prediction with 721,799 reactions and 888 catalyst types from USPTO. Reactant: [CH2:1]([NH:5][C:6]1([NH:23][CH2:24][CH2:25][CH2:26][CH3:27])[CH:11]=[CH:10][C:9]([CH:12]=[CH:13][C:14]2[CH:19]=[CH:18][C:17]([N+:20]([O-])=O)=[CH:16][CH:15]=2)=[CH:8][CH2:7]1)[CH2:2][CH2:3][CH3:4]. Product: [CH2:24]([NH:23][C:6]1([NH:5][CH2:1][CH2:2][CH2:3][CH3:4])[CH:7]=[CH:8][C:9]([CH2:12][CH2:13][C:14]2[CH:19]=[CH:18][C:17]([NH2:20])=[CH:16][CH:15]=2)=[CH:10][CH2:11]1)[CH2:25][CH2:26][CH3:27]. The catalyst class is: 94.